Dataset: CYP2C19 inhibition data for predicting drug metabolism from PubChem BioAssay. Task: Regression/Classification. Given a drug SMILES string, predict its absorption, distribution, metabolism, or excretion properties. Task type varies by dataset: regression for continuous measurements (e.g., permeability, clearance, half-life) or binary classification for categorical outcomes (e.g., BBB penetration, CYP inhibition). Dataset: cyp2c19_veith. (1) The result is 0 (non-inhibitor). The compound is CN1C(=O)CC(Sc2ccccc2C(=O)O)C1=O. (2) The molecule is Cc1ccccc1Oc1ncnc2oc(-c3ccccc3)cc12. The result is 1 (inhibitor). (3) The compound is O=c1c2ccccc2nc2n1C(CSCc1cccc(C(F)(F)F)c1)CS2. The result is 1 (inhibitor). (4) The drug is CC(C)(C)C(=O)N1CCc2cc(-c3csc(N)n3)ccc21. The result is 1 (inhibitor). (5) The drug is CCOc1ccc(CCNC(=O)CCCN2C(=O)c3ccccc3C2=O)cc1OCC. The result is 1 (inhibitor).